From a dataset of Forward reaction prediction with 1.9M reactions from USPTO patents (1976-2016). Predict the product of the given reaction. (1) Given the reactants [Cl:1][C:2]1[CH:11]=[CH:10][C:9]2[C:4](=[C:5](Cl)[C:6]([S:12]([CH3:15])(=[O:14])=[O:13])=[CH:7][N:8]=2)[N:3]=1.[CH3:17][N:18]([CH2:20][C:21]1[CH:27]=[CH:26][C:24]([NH2:25])=[CH:23][CH:22]=1)[CH3:19], predict the reaction product. The product is: [Cl:1][C:2]1[N:3]=[C:4]2[C:9](=[CH:10][CH:11]=1)[N:8]=[CH:7][C:6]([S:12]([CH3:15])(=[O:14])=[O:13])=[C:5]2[NH:25][C:24]1[CH:23]=[CH:22][C:21]([CH2:20][N:18]([CH3:19])[CH3:17])=[CH:27][CH:26]=1. (2) Given the reactants C(O)C.Br[CH2:5][CH2:6][CH2:7][CH2:8][CH2:9][CH2:10][O:11][C:12]1[CH:17]=[C:16]([S:18][CH2:19][C:20]([F:23])([F:22])[F:21])[C:15]([CH3:24])=[CH:14][C:13]=1[CH3:25].[S-:26][C:27]#[N:28].[K+].CCCCCC, predict the reaction product. The product is: [S:26]([CH2:5][CH2:6][CH2:7][CH2:8][CH2:9][CH2:10][O:11][C:12]1[CH:17]=[C:16]([S:18][CH2:19][C:20]([F:23])([F:22])[F:21])[C:15]([CH3:24])=[CH:14][C:13]=1[CH3:25])[C:27]#[N:28]. (3) Given the reactants [F:1][C:2]1[C:31]([F:32])=[CH:30][CH:29]=[CH:28][C:3]=1[CH2:4][NH:5][C:6]1[C:11]([C:12]([NH2:14])=[O:13])=[CH:10][N:9]=[C:8]([NH:15][C:16]2[CH:21]=[CH:20][C:19]([CH:22]3[CH2:27][CH2:26][NH:25][CH2:24][CH2:23]3)=[CH:18][CH:17]=2)[CH:7]=1.CCN(C(C)C)C(C)C.F[P-](F)(F)(F)(F)F.[N:49]1(O[P+](N(C)C)(N(C)C)N(C)C)[C:53]2[CH:54]=[CH:55][CH:56]=[CH:57]C=2N=N1.[C:69](O)([C:71](F)(F)F)=[O:70], predict the reaction product. The product is: [F:1][C:2]1[C:31]([F:32])=[CH:30][CH:29]=[CH:28][C:3]=1[CH2:4][NH:5][C:6]1[C:11]([C:12]([NH2:14])=[O:13])=[CH:10][N:9]=[C:8]([NH:15][C:16]2[CH:17]=[CH:18][C:19]([CH:22]3[CH2:23][CH2:24][N:25]([C:69](=[O:70])[CH2:71][N:49]4[CH2:53][CH2:54][CH2:55][CH2:56][CH2:57]4)[CH2:26][CH2:27]3)=[CH:20][CH:21]=2)[CH:7]=1. (4) Given the reactants [CH3:1]C(C)([O-])C.[K+].[Br:7][C:8]1[CH:13]=[C:12]([F:14])[CH:11]=[CH:10][C:9]=1[CH2:15][C:16](=[O:18])[CH3:17].[Cl:19][C:20]1[CH:25]=[CH:24][CH:23]=[C:22]([F:26])[C:21]=1[N:27]=[C:28]=[S:29].CI.Cl, predict the reaction product. The product is: [Br:7][C:8]1[CH:13]=[C:12]([F:14])[CH:11]=[CH:10][C:9]=1[C:15](=[C:28]([NH:27][C:21]1[C:22]([F:26])=[CH:23][CH:24]=[CH:25][C:20]=1[Cl:19])[S:29][CH3:1])[C:16](=[O:18])[CH3:17]. (5) Given the reactants [C:1]([O:5][C:6]([N:8]1[CH2:13][CH2:12][NH:11][CH:10](CCO)[CH2:9]1)=[O:7])([CH3:4])(C)C.ClC(Cl)(OC(=O)OC(Cl)(Cl)Cl)Cl, predict the reaction product. The product is: [CH2:10]1[CH:9]2[N:8]([C:6](=[O:7])[O:5][CH2:1][CH2:4]2)[CH2:13][CH2:12][NH:11]1. (6) Given the reactants [C:1](=O)([O:7][C:8](Cl)(Cl)Cl)[O:2]C(Cl)(Cl)[Cl:4].[N:13]1[CH:18]=CC=C[CH:14]=1.O1CCC[CH2:20]1, predict the reaction product. The product is: [ClH:4].[C:1]([O:7][CH2:8][CH2:14][NH:13][CH3:18])(=[O:2])[CH3:20].